From a dataset of Full USPTO retrosynthesis dataset with 1.9M reactions from patents (1976-2016). Predict the reactants needed to synthesize the given product. Given the product [Cl:1][C:2]1[CH:10]=[C:9]([F:11])[C:8]([N+:12]([O-:14])=[O:13])=[CH:7][C:3]=1[C:4]([NH:20][CH:15]1[CH2:19][CH2:18][CH2:17][CH2:16]1)=[O:5].[Cl:1][C:2]1[CH:10]=[C:9]([NH:20][CH:15]2[CH2:19][CH2:18][CH2:17][CH2:16]2)[C:8]([N+:12]([O-:14])=[O:13])=[CH:7][C:3]=1[C:4]([NH:20][CH:15]1[CH2:19][CH2:18][CH2:17][CH2:16]1)=[O:5], predict the reactants needed to synthesize it. The reactants are: [Cl:1][C:2]1[CH:10]=[C:9]([F:11])[C:8]([N+:12]([O-:14])=[O:13])=[CH:7][C:3]=1[C:4](Cl)=[O:5].[CH:15]1([NH2:20])[CH2:19][CH2:18][CH2:17][CH2:16]1.